This data is from Forward reaction prediction with 1.9M reactions from USPTO patents (1976-2016). The task is: Predict the product of the given reaction. (1) Given the reactants [CH3:1][C:2]1[C:6]([C:7]2[C:8]([O:17][CH3:18])=[CH:9][C:10]([O:15][CH3:16])=[C:11]([CH:14]=2)[CH:12]=O)=[C:5]([CH3:19])[O:4][N:3]=1.[C:20]([C:23]1[CH:31]=[CH:30][C:26]([C:27]([OH:29])=[O:28])=[CH:25][CH:24]=1)(=[O:22])[CH3:21], predict the reaction product. The product is: [CH3:1][C:2]1[C:6]([C:7]2[C:8]([O:17][CH3:18])=[CH:9][C:10]([O:15][CH3:16])=[C:11](/[CH:12]=[CH:21]/[C:20]([C:23]3[CH:31]=[CH:30][C:26]([C:27]([OH:29])=[O:28])=[CH:25][CH:24]=3)=[O:22])[CH:14]=2)=[C:5]([CH3:19])[O:4][N:3]=1. (2) The product is: [NH2:1][C:2]1[O:6][N:5]=[C:4]([C:7]2[CH:8]=[CH:9][C:10]([O:13][C:14]([F:16])([F:17])[F:15])=[CH:11][CH:12]=2)[C:3]=1[C:18]([N:44]1[CH2:43][CH2:42][N:41]([C:36]2[CH:37]=[CH:38][CH:39]=[CH:40][C:35]=2[O:34][CH3:33])[CH2:46][CH2:45]1)=[O:19]. Given the reactants [NH2:1][C:2]1[O:6][N:5]=[C:4]([C:7]2[CH:12]=[CH:11][C:10]([O:13][C:14]([F:17])([F:16])[F:15])=[CH:9][CH:8]=2)[C:3]=1[C:18](O)=[O:19].Cl.C(N=C=NCCCN(C)C)C.[CH3:33][O:34][C:35]1[CH:40]=[CH:39][CH:38]=[CH:37][C:36]=1[N:41]1[CH2:46][CH2:45][NH:44][CH2:43][CH2:42]1, predict the reaction product. (3) Given the reactants [CH3:1][O:2][C:3]1[CH:10]=[C:9]([O:11][CH3:12])[CH:8]=[CH:7][C:4]=1[CH:5]=O.[NH2:13][C:14]1[CH:19]=[CH:18][CH:17]=[CH:16][CH:15]=1.C1(C)C=CC=CC=1.O.[BH4-].[Na+], predict the reaction product. The product is: [CH3:1][O:2][C:3]1[CH:10]=[C:9]([O:11][CH3:12])[CH:8]=[CH:7][C:4]=1[CH2:5][NH:13][C:14]1[CH:19]=[CH:18][CH:17]=[CH:16][CH:15]=1. (4) Given the reactants [CH:1]([C@H:14]1[N:19]2[CH2:20][C@@H:21]([OH:23])[CH2:22][C@H:18]2[CH2:17][N:16](C(OC(C)(C)C)=O)[CH2:15]1)([C:8]1[CH:13]=[CH:12][CH:11]=[CH:10][CH:9]=1)[C:2]1[CH:7]=[CH:6][CH:5]=[CH:4][CH:3]=1, predict the reaction product. The product is: [CH:1]([C@H:14]1[N:19]2[CH2:20][C@@H:21]([OH:23])[CH2:22][C@H:18]2[CH2:17][NH:16][CH2:15]1)([C:8]1[CH:9]=[CH:10][CH:11]=[CH:12][CH:13]=1)[C:2]1[CH:7]=[CH:6][CH:5]=[CH:4][CH:3]=1.